Dataset: Catalyst prediction with 721,799 reactions and 888 catalyst types from USPTO. Task: Predict which catalyst facilitates the given reaction. (1) Reactant: [Cl:1][C:2]1[CH:7]=[C:6]([C:8]2[N:12]=[CH:11][N:10](/[CH:13]=[CH:14]\[C:15]([NH:17][NH2:18])=[O:16])[N:9]=2)[CH:5]=[C:4]([O:19][CH:20]([CH3:22])[CH3:21])[N:3]=1.[CH3:23]OC(OC)OC.CS(O)(=O)=O.CO.ClCCl. Product: [Cl:1][C:2]1[CH:7]=[C:6]([C:8]2[N:12]=[CH:11][N:10](/[CH:13]=[CH:14]\[C:15]3[O:16][CH:23]=[N:18][N:17]=3)[N:9]=2)[CH:5]=[C:4]([O:19][CH:20]([CH3:22])[CH3:21])[N:3]=1. The catalyst class is: 1. (2) Reactant: [CH:1]1([N:5]([C@@H:13]2[CH2:15][C@H:14]2[C:16]2[S:17][CH:18]=[C:19]([C:21](=[O:29])[NH:22][C:23]3[CH:24]=[N:25][N:26]([CH3:28])[CH:27]=3)[CH:20]=2)C(=O)OC(C)(C)C)[CH2:4][CH2:3][CH2:2]1.[ClH:30].C(OCC)(=O)C. Product: [ClH:30].[CH:1]1([NH:5][C@@H:13]2[CH2:15][C@H:14]2[C:16]2[S:17][CH:18]=[C:19]([C:21]([NH:22][C:23]3[CH:24]=[N:25][N:26]([CH3:28])[CH:27]=3)=[O:29])[CH:20]=2)[CH2:2][CH2:3][CH2:4]1. The catalyst class is: 13. (3) Reactant: [F:1][C:2]([F:16])([F:15])[C:3]1[CH:4]=[C:5]([NH:13][NH2:14])[CH:6]=[C:7]([C:9]([F:12])([F:11])[F:10])[CH:8]=1.[CH3:17][N:18]1[CH2:23][CH2:22][O:21][CH2:20][CH2:19]1.F[P-](F)(F)(F)(F)F.[N:31]1(O[P+](N(C)C)(N(C)C)N(C)C)[C:35]2[CH:36]=[CH:37][CH:38]=[CH:39][C:34]=2N=N1.[OH-].[Na+].[CH3:53][N:54](C=O)[CH3:55]. Product: [F:1][C:2]([F:15])([F:16])[C:3]1[CH:4]=[C:5]([NH:13][NH:14][C:20](=[O:21])[CH:19]([N:18]2[CH2:17][CH2:53][N:54]([CH3:55])[CH2:22][CH2:23]2)[C:35]2[CH:36]=[CH:37][CH:38]=[C:39]([CH3:34])[N:31]=2)[CH:6]=[C:7]([C:9]([F:12])([F:10])[F:11])[CH:8]=1. The catalyst class is: 25.